This data is from Forward reaction prediction with 1.9M reactions from USPTO patents (1976-2016). The task is: Predict the product of the given reaction. (1) Given the reactants [CH2:1]([C:4]1[C:9]2[N:10]=[C:11]([CH3:13])[O:12][C:8]=2[CH:7]=[CH:6][C:5]=1[OH:14])[CH:2]=[CH2:3].[C:15](=O)([O-])[O-].[K+].[K+].CI.O, predict the reaction product. The product is: [CH2:1]([C:4]1[C:9]2[N:10]=[C:11]([CH3:13])[O:12][C:8]=2[CH:7]=[CH:6][C:5]=1[O:14][CH3:15])[CH:2]=[CH2:3]. (2) Given the reactants C(OC(N1CCC(C(O)=O)CC1)=O)(C)(C)C.[Li+].[Cl-].CN(C([O:26][N:27]1[N:35]=[N:34][C:29]2[CH:30]=[CH:31][CH:32]=[CH:33][C:28]1=2)=[N+](C)C)C.[B-](F)(F)(F)F.C1(CS(N)(=O)=O)C=CC=CC=1.Cl, predict the reaction product. The product is: [CH:31]1[CH:32]=[CH:33][C:28]2[N:27]([OH:26])[N:35]=[N:34][C:29]=2[CH:30]=1. (3) Given the reactants [O:1]([C:8]1[CH:13]=[CH:12][C:11]([C:14]2[C:19]([C:20]([NH2:22])=[O:21])=[CH:18][CH:17]=[C:16]([CH:23]3[CH2:27][CH2:26][NH:25][CH2:24]3)[N:15]=2)=[CH:10][CH:9]=1)[C:2]1[CH:7]=[CH:6][CH:5]=[CH:4][CH:3]=1.[C:28](Cl)(=[O:31])[CH:29]=[CH2:30], predict the reaction product. The product is: [C:28]([N:25]1[CH2:26][CH2:27][CH:23]([C:16]2[N:15]=[C:14]([C:11]3[CH:10]=[CH:9][C:8]([O:1][C:2]4[CH:7]=[CH:6][CH:5]=[CH:4][CH:3]=4)=[CH:13][CH:12]=3)[C:19]([C:20]([NH2:22])=[O:21])=[CH:18][CH:17]=2)[CH2:24]1)(=[O:31])[CH:29]=[CH2:30].